Dataset: Forward reaction prediction with 1.9M reactions from USPTO patents (1976-2016). Task: Predict the product of the given reaction. The product is: [CH:1]([C:4]1[N:5]=[C:6]([CH2:9][CH2:10][C:11]2[CH:32]=[CH:31][N:14]3[C:15](=[O:30])[C:16](/[CH:21]=[CH:22]/[C:23]([OH:25])=[O:24])=[C:17]([O:19][CH3:20])[N:18]=[C:13]3[CH:12]=2)[S:7][CH:8]=1)([CH3:3])[CH3:2]. Given the reactants [CH:1]([C:4]1[N:5]=[C:6]([CH2:9][CH2:10][C:11]2[CH:32]=[CH:31][N:14]3[C:15](=[O:30])[C:16](/[CH:21]=[CH:22]/[C:23]([O:25]C(C)(C)C)=[O:24])=[C:17]([O:19][CH3:20])[N:18]=[C:13]3[CH:12]=2)[S:7][CH:8]=1)([CH3:3])[CH3:2].FC(F)(F)C(O)=O, predict the reaction product.